Dataset: Full USPTO retrosynthesis dataset with 1.9M reactions from patents (1976-2016). Task: Predict the reactants needed to synthesize the given product. (1) Given the product [F:13][C:14]1[CH:15]=[CH:16][C:17]2[C:21]([N:22]3[CH2:28][CH2:27][CH2:26][N:25]([CH2:29][CH2:30][CH2:31][CH2:32][NH:33][C:10]([C:2]4[NH:1][C:9]5[C:4]([CH:3]=4)=[CH:5][CH:6]=[CH:7][CH:8]=5)=[O:12])[CH2:24][CH2:23]3)=[CH:20][S:19][C:18]=2[CH:34]=1, predict the reactants needed to synthesize it. The reactants are: [NH:1]1[C:9]2[C:4](=[CH:5][CH:6]=[CH:7][CH:8]=2)[CH:3]=[C:2]1[C:10]([OH:12])=O.[F:13][C:14]1[CH:15]=[CH:16][C:17]2[C:21]([N:22]3[CH2:28][CH2:27][CH2:26][N:25]([CH2:29][CH2:30][CH2:31][CH2:32][NH2:33])[CH2:24][CH2:23]3)=[CH:20][S:19][C:18]=2[CH:34]=1.C(N(C(C)C)CC)(C)C.ON1C2C=CC=CC=2N=N1.O1CCN(N=C=N)CC1. (2) Given the product [CH2:18]([O:1][C:2]1[CH:7]=[CH:6][CH:5]=[C:4]([OH:8])[C:3]=1[C:9](=[O:11])[CH3:10])[C:19]1[CH:24]=[CH:23][CH:22]=[CH:21][CH:20]=1, predict the reactants needed to synthesize it. The reactants are: [OH:1][C:2]1[CH:7]=[CH:6][CH:5]=[C:4]([OH:8])[C:3]=1[C:9](=[O:11])[CH3:10].C(=O)([O-])[O-].[K+].[K+].[CH2:18](Br)[C:19]1[CH:24]=[CH:23][CH:22]=[CH:21][CH:20]=1.O.